This data is from Forward reaction prediction with 1.9M reactions from USPTO patents (1976-2016). The task is: Predict the product of the given reaction. (1) Given the reactants [OH:1][C@H:2]([CH3:7])[C:3]([O:5][CH3:6])=[O:4].[CH3:8][S:9](Cl)(=[O:11])=[O:10], predict the reaction product. The product is: [CH3:8][S:9]([O:1][C@H:2]([CH3:7])[C:3]([O:5][CH3:6])=[O:4])(=[O:11])=[O:10]. (2) Given the reactants [I:1][C:2]1[CH:7]=[CH:6][C:5]([OH:8])=[C:4]([C:9]([F:12])([F:11])[F:10])[C:3]=1[C:13]([F:16])([F:15])[F:14].[C:17](=O)([O-])[O-].[K+].[K+].CI, predict the reaction product. The product is: [I:1][C:2]1[CH:7]=[CH:6][C:5]([O:8][CH3:17])=[C:4]([C:9]([F:10])([F:11])[F:12])[C:3]=1[C:13]([F:14])([F:15])[F:16]. (3) Given the reactants C(P(=O)(OCC)OCC)#N.[CH3:11][O:12][C:13]1[CH:18]=[CH:17][C:16]([C@H:19]2[CH2:24][CH2:23][CH2:22][C@@H:21]([CH:25]=[CH2:26])[NH:20]2)=[CH:15][CH:14]=1.[CH:27]([CH2:29][C:30](O)=[O:31])=[CH2:28].Cl, predict the reaction product. The product is: [CH3:11][O:12][C:13]1[CH:14]=[CH:15][C:16]([C@H:19]2[CH2:24][CH2:23][CH2:22][C@@H:21]([CH:25]=[CH2:26])[N:20]2[C:30](=[O:31])[CH2:29][CH:27]=[CH2:28])=[CH:17][CH:18]=1. (4) Given the reactants [NH:1]1[CH2:4][CH:3]([O:5][C:6]2[CH:19]=[CH:18][C:9]([CH2:10][N:11]3[CH2:16][CH2:15][N:14]([CH3:17])[CH2:13][CH2:12]3)=[C:8]([F:20])[CH:7]=2)[CH2:2]1.CO[C:23]1[CH:28]=[CH:27][C:26]([C:29]2[O:33][C:32]([C:34](OCC)=[O:35])=[N:31][N:30]=2)=[CH:25][CH:24]=1, predict the reaction product. The product is: [F:20][C:8]1[CH:7]=[C:6]([O:5][CH:3]2[CH2:4][N:1]([C:34]([C:32]3[O:33][C:29]([C:26]4[CH:25]=[CH:24][CH:23]=[CH:28][CH:27]=4)=[N:30][N:31]=3)=[O:35])[CH2:2]2)[CH:19]=[CH:18][C:9]=1[CH2:10][N:11]1[CH2:12][CH2:13][N:14]([CH3:17])[CH2:15][CH2:16]1. (5) Given the reactants [O:1]1[CH2:5][CH2:4][O:3][CH:2]1[CH2:6][CH2:7][CH2:8][CH2:9][OH:10].C(N(CC)CC)C.[C:18]1([CH3:28])[CH:23]=[CH:22][C:21]([S:24](Cl)(=[O:26])=[O:25])=[CH:20][CH:19]=1, predict the reaction product. The product is: [CH3:28][C:18]1[CH:23]=[CH:22][C:21]([S:24]([O:10][CH2:9][CH2:8][CH2:7][CH2:6][CH:2]2[O:3][CH2:4][CH2:5][O:1]2)(=[O:26])=[O:25])=[CH:20][CH:19]=1. (6) Given the reactants C([O:5][C:6]1[CH2:12][CH:11]=[C:10]([C:13]2[CH:18]=[CH:17][CH:16]=[CH:15][CH:14]=2)[CH:9]=[CH:8][N:7]=1)CCC.O, predict the reaction product. The product is: [C:13]1([C:10]2[CH:9]=[CH:8][NH:7][C:6](=[O:5])[CH2:12][CH:11]=2)[CH:14]=[CH:15][CH:16]=[CH:17][CH:18]=1.